Dataset: TCR-epitope binding with 47,182 pairs between 192 epitopes and 23,139 TCRs. Task: Binary Classification. Given a T-cell receptor sequence (or CDR3 region) and an epitope sequence, predict whether binding occurs between them. The epitope is SLFNTVATLY. The TCR CDR3 sequence is CSWTVLAGFVDTQYF. Result: 0 (the TCR does not bind to the epitope).